This data is from Full USPTO retrosynthesis dataset with 1.9M reactions from patents (1976-2016). The task is: Predict the reactants needed to synthesize the given product. (1) Given the product [Br:13][C:12]1[C:8]([C:4]2[CH:3]=[C:2]([NH:1][C:25](=[O:26])[CH2:24][C:21]3[CH:20]=[CH:19][C:18]([N+:15]([O-:17])=[O:16])=[CH:23][CH:22]=3)[CH:7]=[CH:6][CH:5]=2)=[N:9][N:10]([CH3:14])[CH:11]=1, predict the reactants needed to synthesize it. The reactants are: [NH2:1][C:2]1[CH:3]=[C:4]([C:8]2[C:12]([Br:13])=[CH:11][N:10]([CH3:14])[N:9]=2)[CH:5]=[CH:6][CH:7]=1.[N+:15]([C:18]1[CH:23]=[CH:22][C:21]([CH2:24][C:25](O)=[O:26])=[CH:20][CH:19]=1)([O-:17])=[O:16].O.ON1C2C=CC=CC=2N=N1.F[P-](F)(F)(F)(F)F.N1(OC(N(C)C)=[N+](C)C)C2C=CC=CC=2N=N1.C(N(CC)C(C)C)(C)C. (2) Given the product [Cl:3][CH2:6][C:7]1[S:15][C:14]2[C:13]([C:16]3[CH:17]=[C:18]([CH:24]=[CH:25][CH:26]=3)[C:19]([O:21][CH2:22][CH3:23])=[O:20])=[N:12][CH:11]=[N:10][C:9]=2[CH:8]=1, predict the reactants needed to synthesize it. The reactants are: S(Cl)([Cl:3])=O.O[CH2:6][C:7]1[S:15][C:14]2[C:13]([C:16]3[CH:17]=[C:18]([CH:24]=[CH:25][CH:26]=3)[C:19]([O:21][CH2:22][CH3:23])=[O:20])=[N:12][CH:11]=[N:10][C:9]=2[CH:8]=1.